This data is from Catalyst prediction with 721,799 reactions and 888 catalyst types from USPTO. The task is: Predict which catalyst facilitates the given reaction. (1) Reactant: Cl[C:2]1[N:3]=[C:4]([O:29][CH:30]2[CH2:35][CH2:34][C:33]([CH3:37])([OH:36])[CH2:32][CH2:31]2)[C:5]2[C:10]([C:11]3[CH:20]=[CH:19][C:14]4[N:15]=[C:16]([CH3:18])[O:17][C:13]=4[CH:12]=3)=[CH:9][N:8]([CH2:21][O:22][CH2:23][CH2:24][Si:25]([CH3:28])([CH3:27])[CH3:26])[C:6]=2[N:7]=1.[NH2:38][C:39]1[CH:48]=[CH:47][C:42]([C:43]([NH:45][CH3:46])=[O:44])=[CH:41][C:40]=1[CH3:49].C(=O)([O-])[O-].[Cs+].[Cs+].C1(P(C2C=CC=CC=2)C2C=CC3C(=CC=CC=3)C=2C2C3C(=CC=CC=3)C=CC=2P(C2C=CC=CC=2)C2C=CC=CC=2)C=CC=CC=1. Product: [OH:36][C:33]1([CH3:37])[CH2:34][CH2:35][CH:30]([O:29][C:4]2[C:5]3[C:10]([C:11]4[CH:20]=[CH:19][C:14]5[N:15]=[C:16]([CH3:18])[O:17][C:13]=5[CH:12]=4)=[CH:9][N:8]([CH2:21][O:22][CH2:23][CH2:24][Si:25]([CH3:28])([CH3:27])[CH3:26])[C:6]=3[N:7]=[C:2]([NH:38][C:39]3[CH:48]=[CH:47][C:42]([C:43]([NH:45][CH3:46])=[O:44])=[CH:41][C:40]=3[CH3:49])[N:3]=2)[CH2:31][CH2:32]1. The catalyst class is: 160. (2) Reactant: [N:1]1[CH:6]=[CH:5][CH:4]=[C:3]([C:7]2[CH2:13][CH:12]3[CH2:14][CH:9]([CH2:10][N:11]3C(OC(C)(C)C)=O)[CH:8]=2)[CH:2]=1.N1C=CC=C(C2CC3CC(C=2)N(C(OC(C)(C)C)=O)C3)C=1. Product: [N:1]1[CH:6]=[CH:5][CH:4]=[C:3]([CH:7]2[CH2:13][CH:12]3[CH2:14][CH:9]([CH2:10][NH:11]3)[CH2:8]2)[CH:2]=1. The catalyst class is: 19.